Dataset: Full USPTO retrosynthesis dataset with 1.9M reactions from patents (1976-2016). Task: Predict the reactants needed to synthesize the given product. (1) The reactants are: Cl[C:2]1[CH:11]=[C:10]([C:12]2[CH:17]=[CH:16][C:15]([F:18])=[CH:14][CH:13]=2)[C:9]2[C:4](=[CH:5][C:6]([CH2:19][N:20]3[CH:24]=[C:23]([C:25]([OH:32])([CH2:30][CH3:31])[C:26]([F:29])([F:28])[F:27])[N:22]=[N:21]3)=[CH:7][CH:8]=2)[N:3]=1. Given the product [CH2:19]([NH:20][C:2]1[CH:11]=[C:10]([C:12]2[CH:13]=[CH:14][C:15]([F:18])=[CH:16][CH:17]=2)[C:9]2[C:4](=[CH:5][C:6]([CH2:19][N:20]3[CH:24]=[C:23]([C@@:25]([OH:32])([CH2:30][CH3:31])[C:26]([F:29])([F:28])[F:27])[N:22]=[N:21]3)=[CH:7][CH:8]=2)[N:3]=1)[C:6]1[CH:7]=[CH:8][CH:9]=[CH:4][CH:5]=1, predict the reactants needed to synthesize it. (2) Given the product [Br:12][CH2:13][CH2:14][CH2:15][C:16]([NH:11][C:8]1[N:6]2[N:7]=[C:2]([Cl:1])[CH:3]=[CH:4][C:5]2=[N:10][CH:9]=1)=[O:17], predict the reactants needed to synthesize it. The reactants are: [Cl:1][C:2]1[CH:3]=[CH:4][C:5]2[N:6]([C:8]([NH2:11])=[CH:9][N:10]=2)[N:7]=1.[Br:12][CH2:13][CH2:14][CH2:15][C:16](Cl)=[O:17].N1C=CC=CC=1. (3) The reactants are: N#N.[NH:3]1[C:7]2[CH:8]=[CH:9][CH:10]=[CH:11][C:6]=2[N:5]=[C:4]1[C@@H:12]([NH2:22])[CH2:13][C:14]1[CH:19]=[CH:18][C:17]([O:20][CH3:21])=[CH:16][CH:15]=1.[C:23](N1C=CN=C1)(N1C=CN=C1)=[O:24].O. Given the product [CH3:21][O:20][C:17]1[CH:18]=[CH:19][C:14]([CH2:13][C@H:12]2[C:4]3=[N:5][C:6]4[CH:11]=[CH:10][CH:9]=[CH:8][C:7]=4[N:3]3[C:23](=[O:24])[NH:22]2)=[CH:15][CH:16]=1, predict the reactants needed to synthesize it. (4) The reactants are: [Cl:1][C:2]1[CH:7]=[CH:6][C:5]([C:8]2([OH:35])[CH2:13][CH2:12][N:11]([CH2:14][CH2:15][CH:16]=[C:17]3[C:23]4[CH:24]=[CH:25][CH:26]=[N:27][C:22]=4[CH2:21][O:20][C:19]4[CH:28]=[CH:29][C:30]([OH:32])=[CH:31][C:18]3=4)[CH2:10][C:9]2([CH3:34])[CH3:33])=[CH:4][CH:3]=1.[H-].[Na+].CN(C)[CH:40]=[O:41]. Given the product [CH2:19]([O:20][C:40](=[O:41])[C:2]([O:32][C:30]1[CH:29]=[CH:28][C:19]2[O:20][CH2:21][C:22]3[N:27]=[CH:26][CH:25]=[CH:24][C:23]=3[C:17](=[CH:16][CH2:15][CH2:14][N:11]3[CH2:12][CH2:13][C:8]([C:5]4[CH:6]=[CH:7][C:2]([Cl:1])=[CH:3][CH:4]=4)([OH:35])[C:9]([CH3:33])([CH3:34])[CH2:10]3)[C:18]=2[CH:31]=1)([CH3:7])[CH3:3])[CH3:18], predict the reactants needed to synthesize it. (5) Given the product [Br:23][C:24]1[CH:25]=[CH:26][C:27]([N:5]([CH2:6][CH2:7][CH2:8][CH2:9][C:17]([OH:18])=[O:20])[CH2:1][CH:2]([CH3:4])[CH3:3])=[C:28]([CH:29]=[O:30])[CH:31]=1, predict the reactants needed to synthesize it. The reactants are: [CH2:1]([N:5]1C[CH2:9][CH2:8][CH2:7][C:6]1=O)[CH:2]([CH3:4])[CH3:3].CS(O)(=O)=O.[C:17](=[O:20])([O-])[O-:18].[Na+].[Na+].[Br:23][C:24]1[CH:25]=[CH:26][C:27](F)=[C:28]([CH:31]=1)[CH:29]=[O:30].Cl.